This data is from Full USPTO retrosynthesis dataset with 1.9M reactions from patents (1976-2016). The task is: Predict the reactants needed to synthesize the given product. (1) Given the product [CH3:1][S:2]([OH:5])(=[O:4])=[O:3].[Cl:40][C:37]1[CH:38]=[CH:39][C:34]([NH:33][C:31]([C:30]2[CH:29]=[CH:28][S:27][C:26]=2[C:24]([NH:23][C:20]2[CH:21]=[CH:22][C:17]([N:16]3[CH2:15][CH2:14][O:13][C:41]3=[NH:42])=[CH:18][CH:19]=2)=[O:25])=[O:32])=[N:35][CH:36]=1, predict the reactants needed to synthesize it. The reactants are: [CH3:1][S:2]([OH:5])(=[O:4])=[O:3].[Si]([O:13][CH2:14][CH2:15][N:16]([C:41]#[N:42])[C:17]1[CH:22]=[CH:21][C:20]([NH:23][C:24]([C:26]2[S:27][CH:28]=[CH:29][C:30]=2[C:31]([NH:33][C:34]2[CH:39]=[CH:38][C:37]([Cl:40])=[CH:36][N:35]=2)=[O:32])=[O:25])=[CH:19][CH:18]=1)(C(C)(C)C)(C)C. (2) Given the product [C:3]1([C@H:13]([NH:15][C@H:16]2[CH2:20][CH2:19][N:18]([C:22]3[N:27]=[CH:26][CH:25]=[CH:24][N:23]=3)[CH2:17]2)[CH3:14])[C:12]2[C:7](=[CH:8][CH:9]=[CH:10][CH:11]=2)[CH:6]=[CH:5][CH:4]=1, predict the reactants needed to synthesize it. The reactants are: Cl.Cl.[C:3]1([C@H:13]([NH:15][C@H:16]2[CH2:20][CH2:19][NH:18][CH2:17]2)[CH3:14])[C:12]2[C:7](=[CH:8][CH:9]=[CH:10][CH:11]=2)[CH:6]=[CH:5][CH:4]=1.Br[C:22]1[N:27]=[CH:26][CH:25]=[CH:24][N:23]=1.C(N(C(C)C)CC)(C)C.